From a dataset of Forward reaction prediction with 1.9M reactions from USPTO patents (1976-2016). Predict the product of the given reaction. (1) Given the reactants [Cl:1][C:2]1[CH:9]=[C:8](F)[CH:7]=[CH:6][C:3]=1[C:4]#[N:5].[CH3:11][CH:12]([SH:14])[CH3:13], predict the reaction product. The product is: [Cl:1][C:2]1[CH:9]=[C:8]([S:14][CH:12]([CH3:13])[CH3:11])[CH:7]=[CH:6][C:3]=1[C:4]#[N:5]. (2) Given the reactants [CH3:1][C:2]1[NH:3][C:4](=[O:26])[C:5]([CH2:11][C:12]2[CH:17]=[CH:16][C:15]([C:18]3[C:19]([C:24]#[N:25])=[CH:20][CH:21]=[CH:22][CH:23]=3)=[CH:14][CH:13]=2)=[C:6]([CH2:8][CH2:9][CH3:10])[N:7]=1.[CH3:27][O:28][C:29]1[CH:34]=[CH:33][C:32](B(O)O)=[CH:31][CH:30]=1.C(N(CC)CC)C.N1C=CC=CC=1, predict the reaction product. The product is: [CH3:27][O:28][C:29]1[CH:34]=[CH:33][C:32]([N:3]2[C:4](=[O:26])[C:5]([CH2:11][C:12]3[CH:17]=[CH:16][C:15]([C:18]4[C:19]([C:24]#[N:25])=[CH:20][CH:21]=[CH:22][CH:23]=4)=[CH:14][CH:13]=3)=[C:6]([CH2:8][CH2:9][CH3:10])[N:7]=[C:2]2[CH3:1])=[CH:31][CH:30]=1. (3) Given the reactants [CH2:1]([C:5]1[CH:13]=[CH:12][CH:11]=[C:7]([C:8]([OH:10])=[O:9])[C:6]=1[C:14]([OH:16])=[O:15])[CH:2]([CH3:4])[CH3:3].C(N(CC)CC)C.[N+]([O-])([O-])=O.[Nd+3:28].[N+]([O-])([O-])=O.[N+]([O-])([O-])=O, predict the reaction product. The product is: [Nd:28].[CH2:1]([C:5]1[CH:13]=[CH:12][CH:11]=[C:7]([C:8]([OH:10])=[O:9])[C:6]=1[C:14]([OH:16])=[O:15])[CH:2]([CH3:4])[CH3:3]. (4) Given the reactants [Br:1][C:2]1[C:3]([CH3:10])=[N:4][C:5]([OH:9])=[N:6][C:7]=1[CH3:8].Br[CH2:12][CH2:13][O:14][Si:15]([C:18]([CH3:21])([CH3:20])[CH3:19])([CH3:17])[CH3:16].C(=O)([O-])[O-].[K+].[K+].CN(C=O)C, predict the reaction product. The product is: [Br:1][C:2]1[C:3]([CH3:10])=[N:4][C:5]([O:9][CH2:12][CH2:13][O:14][Si:15]([C:18]([CH3:21])([CH3:20])[CH3:19])([CH3:17])[CH3:16])=[N:6][C:7]=1[CH3:8]. (5) Given the reactants [OH:1][C@@H:2]1[CH2:6][N:5](C(OC(C)(C)C)=O)[C@:4]([CH3:22])([C:14](=[O:21])[NH:15][C:16]2[S:17][CH:18]=[CH:19][N:20]=2)[CH2:3]1.C(O)(C(F)(F)F)=O, predict the reaction product. The product is: [OH:1][C@@H:2]1[CH2:6][NH:5][C@:4]([CH3:22])([C:14]([NH:15][C:16]2[S:17][CH:18]=[CH:19][N:20]=2)=[O:21])[CH2:3]1. (6) Given the reactants [CH:1]([NH:4][C:5]1[CH:10]=[CH:9][C:8]([O:11][CH3:12])=[C:7]([Cl:13])[CH:6]=1)([CH3:3])[CH3:2].[CH:14]([C:16]1[N:17]=[CH:18][NH:19][CH:20]=1)=O.C([BH3-])#N.[Na+], predict the reaction product. The product is: [Cl:13][C:7]1[CH:6]=[C:5]([N:4]([CH2:14][C:16]2[NH:17][CH:18]=[N:19][CH:20]=2)[CH:1]([CH3:3])[CH3:2])[CH:10]=[CH:9][C:8]=1[O:11][CH3:12].